This data is from Forward reaction prediction with 1.9M reactions from USPTO patents (1976-2016). The task is: Predict the product of the given reaction. (1) The product is: [CH2:1]([O:3][C:4]([C:6]1[N:7]=[C:8]([N:11]([C:12]2[CH:17]=[CH:16][C:15]([Cl:18])=[CH:14][CH:13]=2)[C:23](=[O:24])[C:22]2[CH:26]=[CH:27][C:28]([Cl:30])=[CH:29][C:21]=2[Cl:20])[S:9][CH:10]=1)=[O:5])[CH3:2]. Given the reactants [CH2:1]([O:3][C:4]([C:6]1[N:7]=[C:8]([NH:11][C:12]2[CH:17]=[CH:16][C:15]([Cl:18])=[CH:14][CH:13]=2)[S:9][CH:10]=1)=[O:5])[CH3:2].Br.[Cl:20][C:21]1[CH:29]=[C:28]([Cl:30])[CH:27]=[CH:26][C:22]=1[C:23](Cl)=[O:24].CCN(CC)CC, predict the reaction product. (2) Given the reactants Br[C:2]1[CH:3]=[N:4][CH:5]=[C:6]([C:8]([F:11])([F:10])[F:9])[CH:7]=1.C([O-])([O-])=O.[K+].[K+].[CH2:18]([SH:25])[C:19]1[CH:24]=[CH:23][CH:22]=[CH:21][CH:20]=1, predict the reaction product. The product is: [CH2:18]([S:25][C:2]1[CH:3]=[N:4][CH:5]=[C:6]([C:8]([F:11])([F:10])[F:9])[CH:7]=1)[C:19]1[CH:24]=[CH:23][CH:22]=[CH:21][CH:20]=1. (3) Given the reactants [CH:1]1([N:7]2[CH2:11][CH2:10][C:9]([CH2:15][C:16]3[CH:21]=[CH:20][CH:19]=[CH:18][C:17]=3[N+:22]([O-:24])=[O:23])(C(O)=O)[C:8]2=[O:25])[CH2:6][CH2:5][CH2:4][CH2:3][CH2:2]1, predict the reaction product. The product is: [CH:1]1([N:7]2[CH2:11][CH2:10][CH:9]([CH2:15][C:16]3[CH:21]=[CH:20][CH:19]=[CH:18][C:17]=3[N+:22]([O-:24])=[O:23])[C:8]2=[O:25])[CH2:2][CH2:3][CH2:4][CH2:5][CH2:6]1. (4) Given the reactants [F:1][C:2]([F:42])([F:41])[C:3]1[CH:4]=[C:5]([CH:34]=[C:35]([C:37]([F:40])([F:39])[F:38])[CH:36]=1)[CH2:6][N:7]([CH2:12][C:13]1[CH:18]=[C:17]([C:19]([F:22])([F:21])[F:20])[CH:16]=[CH:15][C:14]=1[C:23]1[CH:28]=[C:27]([CH:29]([OH:31])[CH3:30])[CH:26]=[CH:25][C:24]=1[O:32][CH3:33])[C:8](=[O:11])[O:9][CH3:10].CC(OI1(OC(C)=O)(OC(C)=O)OC(=O)C2C=CC=CC1=2)=O, predict the reaction product. The product is: [C:29]([C:27]1[CH:26]=[CH:25][C:24]([O:32][CH3:33])=[C:23]([C:14]2[CH:15]=[CH:16][C:17]([C:19]([F:21])([F:22])[F:20])=[CH:18][C:13]=2[CH2:12][N:7]([CH2:6][C:5]2[CH:4]=[C:3]([C:2]([F:1])([F:41])[F:42])[CH:36]=[C:35]([C:37]([F:38])([F:40])[F:39])[CH:34]=2)[C:8](=[O:11])[O:9][CH3:10])[CH:28]=1)(=[O:31])[CH3:30]. (5) The product is: [F:1][C:2]1[CH:16]=[C:15]([N+:17]([O-:19])=[O:18])[CH:14]=[CH:13][C:3]=1[O:4][C:5]1[CH:10]=[CH:9][N:8]=[C:7]([NH2:11])[C:6]=1[CH:20]=[CH2:21]. Given the reactants [F:1][C:2]1[CH:16]=[C:15]([N+:17]([O-:19])=[O:18])[CH:14]=[CH:13][C:3]=1[O:4][C:5]1[CH:10]=[CH:9][N:8]=[C:7]([NH2:11])[C:6]=1I.[CH2:20](C([Sn])=C(CCCC)CCCC)[CH2:21]CC, predict the reaction product.